This data is from Forward reaction prediction with 1.9M reactions from USPTO patents (1976-2016). The task is: Predict the product of the given reaction. (1) Given the reactants [Cl-].[CH3:2][O:3][C:4]1[CH:9]=[CH:8][C:7]([CH:10]([C:12]2[N:13]=[C:14]([CH3:17])[NH:15][CH:16]=2)[NH3+:11])=[CH:6][CH:5]=1.[CH:18]1([C:21]2[CH:26]=[CH:25][C:24]([CH2:27][C:28](O)=[O:29])=[CH:23][CH:22]=2)[CH2:20][CH2:19]1.Cl.CN(C)CCCN=C=NCC.ON1C2N=CC=CC=2N=N1.C(N(CC)CC)C, predict the reaction product. The product is: [CH:18]1([C:21]2[CH:22]=[CH:23][C:24]([CH2:27][C:28]([NH:11][CH:10]([C:7]3[CH:6]=[CH:5][C:4]([O:3][CH3:2])=[CH:9][CH:8]=3)[C:12]3[N:13]=[C:14]([CH3:17])[NH:15][CH:16]=3)=[O:29])=[CH:25][CH:26]=2)[CH2:20][CH2:19]1. (2) The product is: [F:1][C:2]1[CH:9]=[C:8]([NH:10][C:11]2[CH:16]=[CH:15][C:14]([O:17][CH3:18])=[CH:13][C:12]=2[C:19]([F:20])([F:21])[F:22])[CH:7]=[CH:6][C:3]=1[CH2:4][NH2:5]. Given the reactants [F:1][C:2]1[CH:9]=[C:8]([NH:10][C:11]2[CH:16]=[CH:15][C:14]([O:17][CH3:18])=[CH:13][C:12]=2[C:19]([F:22])([F:21])[F:20])[CH:7]=[CH:6][C:3]=1[C:4]#[N:5], predict the reaction product. (3) Given the reactants [OH:1][C:2]1[CH:23]=[C:22]([Cl:24])[C:5]([CH2:6][C@@H:7]2[CH2:11][CH2:10][N:9]([C@H:12]3[CH2:20][CH2:19][C:18]4[C:14](=[CH:15][NH:16][N:17]=4)[CH2:13]3)[C:8]2=[O:21])=[C:4]([Cl:25])[CH:3]=1.[S:26](O[S:26]([C:29]([F:32])([F:31])[F:30])(=[O:28])=[O:27])([C:29]([F:32])([F:31])[F:30])(=[O:28])=[O:27], predict the reaction product. The product is: [Cl:25][C:4]1[CH:3]=[C:2]([O:1][S:26]([C:29]([F:32])([F:31])[F:30])(=[O:28])=[O:27])[CH:23]=[C:22]([Cl:24])[C:5]=1[CH2:6][C@@H:7]1[CH2:11][CH2:10][N:9]([C@H:12]2[CH2:20][CH2:19][C:18]3[C:14](=[CH:15][N:16]([S:26]([C:29]([F:32])([F:31])[F:30])(=[O:28])=[O:27])[N:17]=3)[CH2:13]2)[C:8]1=[O:21]. (4) The product is: [C:1]([C:5]1[CH:10]=[CH:9][CH:8]=[CH:7][C:6]=1[N:11]1[CH2:12][CH2:13][N:14]([C:17](=[O:21])[C:18]([NH:43][C:44]2[CH:49]=[CH:48][CH:47]=[CH:46][N:45]=2)=[O:19])[CH2:15][CH2:16]1)([CH3:2])([CH3:4])[CH3:3]. Given the reactants [C:1]([C:5]1[CH:10]=[CH:9][CH:8]=[CH:7][C:6]=1[N:11]1[CH2:16][CH2:15][N:14]([C:17](=[O:21])[C:18](O)=[O:19])[CH2:13][CH2:12]1)([CH3:4])([CH3:3])[CH3:2].CCN=C=NCCCN(C)C.C1C=CC2N(O)N=NC=2C=1.[NH2:43][C:44]1[CH:49]=[CH:48][CH:47]=[CH:46][N:45]=1, predict the reaction product. (5) Given the reactants [NH2:1][C:2]([CH3:11])([CH3:10])[CH2:3][NH:4][C:5]([CH3:9])([CH3:8])[CH2:6]O.[CH:12](Cl)(Cl)Cl.[CH3:16][C:17]([CH3:19])=O.[OH-:20].[Na+].[OH2:22], predict the reaction product. The product is: [OH:20][CH2:6][C:5]([N:4]1[CH2:16][C:17]([CH3:19])([CH3:12])[NH:1][C:2]([CH3:11])([CH3:10])[C:3]1=[O:22])([CH3:9])[CH3:8]. (6) Given the reactants [Cl:1][C:2]1[N:7]=[C:6](Cl)[CH:5]=[CH:4][N:3]=1.[OH:9][C:10]1[CH:37]=[CH:36][CH:35]=[CH:34][C:11]=1[CH2:12][NH:13][C:14]([NH:16][C:17]1[N:21]([C:22]2[CH:27]=[CH:26][CH:25]=[C:24]([S:28][CH3:29])[CH:23]=2)[N:20]=[C:19]([C:30]([CH3:33])([CH3:32])[CH3:31])[CH:18]=1)=[O:15].[OH-].[Na+].[Cl-].[NH4+], predict the reaction product. The product is: [Cl:1][C:2]1[N:7]=[C:6]([O:9][C:10]2[CH:37]=[CH:36][CH:35]=[CH:34][C:11]=2[CH2:12][NH:13][C:14]([NH:16][C:17]2[N:21]([C:22]3[CH:27]=[CH:26][CH:25]=[C:24]([S:28][CH3:29])[CH:23]=3)[N:20]=[C:19]([C:30]([CH3:31])([CH3:32])[CH3:33])[CH:18]=2)=[O:15])[CH:5]=[CH:4][N:3]=1.